From a dataset of Full USPTO retrosynthesis dataset with 1.9M reactions from patents (1976-2016). Predict the reactants needed to synthesize the given product. (1) Given the product [Cl:15][C:13]1[CH:14]=[C:9]([OH:8])[C:10]2[N:11]([N:16]=[CH:17][CH:18]=2)[CH:12]=1, predict the reactants needed to synthesize it. The reactants are: C([O:8][C:9]1[C:10]2[N:11]([N:16]=[CH:17][C:18]=2C(OC)=O)[CH:12]=[C:13]([Cl:15])[CH:14]=1)C1C=CC=CC=1.CC(O)=O.Br.[OH-].[Na+]. (2) Given the product [ClH:32].[CH3:17][C@H:6]1[N:7]([C:8]2[C:9]3[CH:16]=[CH:15][S:14][C:10]=3[N:11]=[CH:12][N:13]=2)[C@@H:2]([CH3:1])[CH2:3][N:4]([CH2:18][C:19]([OH:20])=[O:33])[CH2:5]1, predict the reactants needed to synthesize it. The reactants are: [CH3:1][C@H:2]1[N:7]([C:8]2[C:9]3[CH:16]=[CH:15][S:14][C:10]=3[N:11]=[CH:12][N:13]=2)[C@@H:6]([CH3:17])[CH2:5][N:4]([CH2:18][C:19](NC2C=CC=C3C=2C=CN=C3)=[O:20])[CH2:3]1.[ClH:32].[O:33]1CCOCC1. (3) Given the product [CH2:16]([C:20]1[N:24]([CH2:25][C:26]2[CH:31]=[CH:30][C:29]([C:32]3[CH:37]=[CH:36][CH:35]=[CH:34][C:33]=3[C:38]3[NH:47][N:46]=[N:45][N:39]=3)=[CH:28][CH:27]=2)[C:23](=[O:40])[C:22]2([CH2:41][CH2:42][CH2:43][CH2:44]2)[N:21]=1)[CH2:17][CH2:18][CH3:19], predict the reactants needed to synthesize it. The reactants are: C(OCCCC)(=O)C.C(N(CC)CC)C.[CH2:16]([C:20]1[N:24]([CH2:25][C:26]2[CH:31]=[CH:30][C:29]([C:32]3[CH:37]=[CH:36][CH:35]=[CH:34][C:33]=3[C:38]#[N:39])=[CH:28][CH:27]=2)[C:23](=[O:40])[C:22]2([CH2:44][CH2:43][CH2:42][CH2:41]2)[N:21]=1)[CH2:17][CH2:18][CH3:19].[N-:45]=[N+:46]=[N-:47].[Na+].